From a dataset of Forward reaction prediction with 1.9M reactions from USPTO patents (1976-2016). Predict the product of the given reaction. Given the reactants [N:1]1([C:6]([C:8]2([C:14]3[CH:19]=[CH:18][C:17]([S:20][CH2:21][CH2:22][CH2:23][N:24]4[CH2:28][CH2:27][CH2:26][CH2:25]4)=[CH:16][CH:15]=3)[CH2:13][CH2:12][O:11][CH2:10][CH2:9]2)=O)[CH2:5][CH2:4][CH2:3][CH2:2]1.[H-].[Al+3].[Li+].[H-].[H-].[H-], predict the reaction product. The product is: [N:1]1([CH2:6][C:8]2([C:14]3[CH:15]=[CH:16][C:17]([S:20][CH2:21][CH2:22][CH2:23][N:24]4[CH2:25][CH2:26][CH2:27][CH2:28]4)=[CH:18][CH:19]=3)[CH2:9][CH2:10][O:11][CH2:12][CH2:13]2)[CH2:5][CH2:4][CH2:3][CH2:2]1.